This data is from Full USPTO retrosynthesis dataset with 1.9M reactions from patents (1976-2016). The task is: Predict the reactants needed to synthesize the given product. The reactants are: S(Cl)(Cl)=O.Cl.[F:6][C:7]1[CH:15]=[CH:14][C:13]([N+:16]([O-:18])=[O:17])=[CH:12][C:8]=1[C:9]([OH:11])=[O:10].[CH3:19]O. Given the product [F:6][C:7]1[CH:15]=[CH:14][C:13]([N+:16]([O-:18])=[O:17])=[CH:12][C:8]=1[C:9]([O:11][CH3:19])=[O:10], predict the reactants needed to synthesize it.